This data is from Forward reaction prediction with 1.9M reactions from USPTO patents (1976-2016). The task is: Predict the product of the given reaction. (1) Given the reactants C(O[BH-](OC(=O)C)OC(=O)C)(=O)C.[Na+].F[C:16]1[CH:23]=[CH:22][C:19]([CH:20]=O)=[CH:18][CH:17]=1.[F:24][C:25]1[CH:31]=[CH:30][C:28]([NH2:29])=[CH:27][CH:26]=1, predict the reaction product. The product is: [CH2:20]([NH:29][C:28]1[CH:30]=[CH:31][C:25]([F:24])=[CH:26][CH:27]=1)[C:19]1[CH:22]=[CH:23][CH:16]=[CH:17][CH:18]=1. (2) Given the reactants [CH2:1]([NH:3][C:4]([C:6]1[CH:11]=[CH:10][C:9]([N:12]2[C:16]([C:17]3[CH:22]=[CH:21][CH:20]=[CH:19][CH:18]=3)=[C:15]([C:23]([OH:25])=O)[N:14]=[N:13]2)=[CH:8][CH:7]=1)=[O:5])[CH3:2].C1C=C[C:29]2N(O)N=[N:32][C:30]=2[CH:31]=1.C1(N)CC1.CCN=C=NCCCN(C)C, predict the reaction product. The product is: [CH:30]1([NH:32][C:23]([C:15]2[N:14]=[N:13][N:12]([C:9]3[CH:8]=[CH:7][C:6]([C:4]([NH:3][CH2:1][CH3:2])=[O:5])=[CH:11][CH:10]=3)[C:16]=2[C:17]2[CH:22]=[CH:21][CH:20]=[CH:19][CH:18]=2)=[O:25])[CH2:31][CH2:29]1. (3) Given the reactants [O:1]=[C:2]([N:14]1[CH2:19][CH2:18][NH:17][CH2:16][CH2:15]1)[CH2:3][N:4]1[C:12](=[O:13])[C:11]2[C:6](=[N:7][CH:8]=[CH:9][CH:10]=2)[S:5]1.Cl[C:21]([O:23][C:24]1[CH:29]=[CH:28][C:27]([N+:30]([O-:32])=[O:31])=[CH:26][CH:25]=1)=[O:22], predict the reaction product. The product is: [O:13]=[C:12]1[C:11]2[C:6](=[N:7][CH:8]=[CH:9][CH:10]=2)[S:5][N:4]1[CH2:3][C:2]([N:14]1[CH2:19][CH2:18][N:17]([C:21]([O:23][C:24]2[CH:25]=[CH:26][C:27]([N+:30]([O-:32])=[O:31])=[CH:28][CH:29]=2)=[O:22])[CH2:16][CH2:15]1)=[O:1]. (4) Given the reactants [CH2:1]([O:3][C:4]([C:6]1([CH3:27])[CH2:11][CH2:10][N:9]([C:12]2[CH2:26][C:15]3([CH2:18][N:17]([C:19](OC(C)(C)C)=O)[CH2:16]3)[O:14][N:13]=2)[CH2:8][CH2:7]1)=[O:5])[CH3:2].[CH:28]1([C:31]2[C:32]([O:49][CH2:50][CH3:51])=[C:33]([C:42]3[CH:47]=[CH:46][C:45]([F:48])=[CH:44][CH:43]=3)[C:34]([O:39][CH2:40][CH3:41])=[CH:35][C:36]=2C=O)[CH2:30][CH2:29]1, predict the reaction product. The product is: [CH:28]1([C:31]2[C:32]([O:49][CH2:50][CH3:51])=[C:33]([C:42]3[CH:43]=[CH:44][C:45]([F:48])=[CH:46][CH:47]=3)[C:34]([O:39][CH2:40][CH3:41])=[CH:35][C:36]=2[CH2:19][N:17]2[CH2:18][C:15]3([CH2:26][C:12]([N:9]4[CH2:8][CH2:7][C:6]([CH3:27])([C:4]([O:3][CH2:1][CH3:2])=[O:5])[CH2:11][CH2:10]4)=[N:13][O:14]3)[CH2:16]2)[CH2:30][CH2:29]1. (5) Given the reactants [C:1]([O:5][C:6](=[O:26])[NH:7][CH:8]1[CH2:11][CH:10]([O:12][C:13]2[C:18]([C:19]3[CH2:20][CH2:21][O:22][CH2:23][CH:24]=3)=[CH:17][N:16]=[C:15](Cl)[N:14]=2)[CH2:9]1)([CH3:4])([CH3:3])[CH3:2], predict the reaction product. The product is: [C:1]([O:5][C:6](=[O:26])[NH:7][CH:8]1[CH2:9][CH:10]([O:12][C:13]2[C:18]([CH:19]3[CH2:24][CH2:23][O:22][CH2:21][CH2:20]3)=[CH:17][N:16]=[CH:15][N:14]=2)[CH2:11]1)([CH3:4])([CH3:2])[CH3:3]. (6) Given the reactants [C:1]([CH2:3][C:4]([O:6][CH3:7])=[O:5])#[N:2].N1CCCCC1.[Cl:14][C:15]1[CH:20]=[CH:19][C:18]([N:21]2[C:26](=[O:27])[CH:25]=[C:24]([C:28]([F:31])([F:30])[F:29])[N:23]([CH3:32])[C:22]2=[O:33])=[CH:17][C:16]=1[CH:34]=O.C(OC(C)C)(C)C, predict the reaction product. The product is: [Cl:14][C:15]1[CH:20]=[CH:19][C:18]([N:21]2[C:26](=[O:27])[CH:25]=[C:24]([C:28]([F:29])([F:31])[F:30])[N:23]([CH3:32])[C:22]2=[O:33])=[CH:17][C:16]=1[CH:34]=[C:3]([C:1]#[N:2])[C:4]([O:6][CH3:7])=[O:5]. (7) Given the reactants [OH:1][CH2:2][CH2:3][CH2:4][N:5]1[CH:9]=[C:8]([C:10]([NH:12][CH2:13][C:14]2[CH:19]=[CH:18][C:17]([C:20]([F:23])([F:22])[F:21])=[CH:16][CH:15]=2)=[O:11])[C:7]([O:24][CH:25]([CH3:27])[CH3:26])=[N:6]1.[CH2:28]([C:30]1[C:31](O)=[C:32]([CH2:36][C:37]([O:39]C)=[O:38])[CH:33]=[CH:34][CH:35]=1)[CH3:29].C(P(CCCC)CCCC)CCC.N(C(N1CCCCC1)=O)=NC(N1CCCCC1)=O.O1CCCC1CO.[OH-].[Na+].Cl, predict the reaction product. The product is: [CH2:28]([C:30]1[C:31]([O:1][CH2:2][CH2:3][CH2:4][N:5]2[CH:9]=[C:8]([C:10]([NH:12][CH2:13][C:14]3[CH:19]=[CH:18][C:17]([C:20]([F:23])([F:21])[F:22])=[CH:16][CH:15]=3)=[O:11])[C:7]([O:24][CH:25]([CH3:27])[CH3:26])=[N:6]2)=[C:32]([CH2:36][C:37]([OH:39])=[O:38])[CH:33]=[CH:34][CH:35]=1)[CH3:29]. (8) Given the reactants P(Cl)(Cl)([Cl:3])=O.N1C2C(=CC=CC=2)C=CC=1.[N+:16]([C:19]1[C:20](O)=[N:21][CH:22]=[C:23]([C:25]([F:28])([F:27])[F:26])[CH:24]=1)([O-:18])=[O:17].C([O-])([O-])=O.[Na+].[Na+], predict the reaction product. The product is: [Cl:3][C:20]1[C:19]([N+:16]([O-:18])=[O:17])=[CH:24][C:23]([C:25]([F:28])([F:27])[F:26])=[CH:22][N:21]=1. (9) Given the reactants [OH:1][C:2]1[CH:6]([CH3:7])[O:5][C:4](=[O:8])[CH:3]=1.[C:9](O)([CH3:12])([CH3:11])[CH3:10].S(=O)(=O)(O)O, predict the reaction product. The product is: [C:9]([C:3]1[C:4](=[O:8])[O:5][CH:6]([CH3:7])[C:2]=1[OH:1])([CH3:12])([CH3:11])[CH3:10]. (10) Given the reactants [NH2:1][CH:2]1[C:22]2[C:17](=[C:18]([Br:23])[CH:19]=[CH:20][CH:21]=2)[C:4]2([CH2:9][CH2:8][N:7]([C:10]([O:12][C:13]([CH3:16])([CH3:15])[CH3:14])=[O:11])[CH2:6][CH2:5]2)[CH2:3]1.C([O-])([O-])=O.[K+].[K+].[C:30](ON1C(=O)CCC1=O)([O:32][CH2:33][CH2:34][Si:35]([CH3:38])([CH3:37])[CH3:36])=[O:31], predict the reaction product. The product is: [Br:23][C:18]1[CH:19]=[CH:20][CH:21]=[C:22]2[C:17]=1[C:4]1([CH2:9][CH2:8][N:7]([C:10]([O:12][C:13]([CH3:16])([CH3:15])[CH3:14])=[O:11])[CH2:6][CH2:5]1)[CH2:3][CH:2]2[NH:1][C:30]([O:32][CH2:33][CH2:34][Si:35]([CH3:38])([CH3:37])[CH3:36])=[O:31].